This data is from CYP2C9 inhibition data for predicting drug metabolism from PubChem BioAssay. The task is: Regression/Classification. Given a drug SMILES string, predict its absorption, distribution, metabolism, or excretion properties. Task type varies by dataset: regression for continuous measurements (e.g., permeability, clearance, half-life) or binary classification for categorical outcomes (e.g., BBB penetration, CYP inhibition). Dataset: cyp2c9_veith. (1) The molecule is CCOC(=O)C(/C(N)=N/C(=O)Nc1ccccc1)=C(\C)O. The result is 1 (inhibitor). (2) The molecule is COc1cccc(Cn2c(=O)c(C)nc3cnc(OCc4ccccc4)nc32)c1. The result is 1 (inhibitor). (3) The molecule is CCc1ccccc1N1C(=O)c2cccc3c(N4CCOCC4)c([N+](=O)[O-])cc(c23)C1=O. The result is 1 (inhibitor). (4) The molecule is OCCN1CCN(CCCN2c3ccccc3Sc3ccc(Cl)cc32)CC1. The result is 0 (non-inhibitor). (5) The molecule is CCNc1ncc2nc(-c3ccc(F)cc3)c(=O)n(CCOC)c2n1. The result is 0 (non-inhibitor).